This data is from CYP2C19 inhibition data for predicting drug metabolism from PubChem BioAssay. The task is: Regression/Classification. Given a drug SMILES string, predict its absorption, distribution, metabolism, or excretion properties. Task type varies by dataset: regression for continuous measurements (e.g., permeability, clearance, half-life) or binary classification for categorical outcomes (e.g., BBB penetration, CYP inhibition). Dataset: cyp2c19_veith. (1) The molecule is COc1cc(NC(=O)c2cc3ccccc3o2)c(OC)cc1Br. The result is 0 (non-inhibitor). (2) The compound is Cc1ccc2c(c1)c1c3n2CCN[C@H]3CCC1. The result is 0 (non-inhibitor).